From a dataset of Forward reaction prediction with 1.9M reactions from USPTO patents (1976-2016). Predict the product of the given reaction. (1) Given the reactants Cl[C:2]1[O:3][C:4]2[C:5](=[C:7]([C:11]([O:13]C)=[O:12])[CH:8]=[CH:9][CH:10]=2)[N:6]=1.Cl.C[C@@H]1CSC[C@@H](C)N1.C(=O)([O-])[O-].[K+].[K+], predict the reaction product. The product is: [O:3]1[C:4]2=[CH:10][CH:9]=[CH:8][C:7]([C:11]([OH:13])=[O:12])=[C:5]2[N:6]=[CH:2]1. (2) The product is: [CH3:22][CH:5]([NH:6][C:7]1[CH:12]=[C:11]([F:13])[C:10]([O:14][C:31]2[CH:36]=[CH:35][C:34]([N+:37]([O-:39])=[O:38])=[CH:33][N:32]=2)=[CH:9][C:8]=1[F:15])[C:4]([O:3][CH2:1][CH3:2])=[O:16]. Given the reactants [CH2:1]([O:3][C:4](=[O:16])[CH2:5][NH:6][C:7]1[CH:12]=[C:11]([F:13])[C:10]([OH:14])=[CH:9][C:8]=1[F:15])[CH3:2].C(=O)(O)[O-].[Na+].[CH3:22]I.C(=O)([O-])[O-].[K+].[K+].Cl[C:31]1[CH:36]=[CH:35][C:34]([N+:37]([O-:39])=[O:38])=[CH:33][N:32]=1, predict the reaction product. (3) Given the reactants ClC1C=C(C=CC=1Cl)CN(C)C(=O)C=C1C(=O)OC(C)(C)O1.C=O.C(N(CC)CC)C.[Cl:32][C:33]1[CH:34]=[C:35]([CH:58]=[CH:59][C:60]=1[Cl:61])[CH2:36][N:37]([CH3:57])[C:38]([C:40]1[CH2:44][N:43]([CH2:45][CH2:46][C:47]([NH:49]CCC(O)=O)=O)[C:42](=[O:55])[C:41]=1[OH:56])=[O:39], predict the reaction product. The product is: [Cl:32][C:33]1[CH:34]=[C:35]([CH:58]=[CH:59][C:60]=1[Cl:61])[CH2:36][N:37]([CH3:57])[C:38]([C:40]1[CH2:44][N:43]([CH2:45][CH2:46][C:47]#[N:49])[C:42](=[O:55])[C:41]=1[OH:56])=[O:39]. (4) Given the reactants C(N(CC)CC)C.[C:8](Cl)(=[O:10])[CH3:9].Cl.[CH3:13][N:14]([CH3:32])[C@H:15]1[CH2:20][CH2:19][C@H:18]([O:21][C:22]2[C:23]([CH3:31])=[C:24]3[C:28](=[CH:29][CH:30]=2)[NH:27][N:26]=[CH:25]3)[CH2:17][CH2:16]1, predict the reaction product. The product is: [C:8]([N:27]1[C:28]2[C:24](=[C:23]([CH3:31])[C:22]([O:21][C@H:18]3[CH2:17][CH2:16][C@H:15]([N:14]([CH3:32])[CH3:13])[CH2:20][CH2:19]3)=[CH:30][CH:29]=2)[CH:25]=[N:26]1)(=[O:10])[CH3:9]. (5) The product is: [F:23][C:2]([F:1])([C:17]1[CH:22]=[CH:21][CH:20]=[CH:19][N:18]=1)[CH2:3][NH:4][C:5]1[C:6](=[O:16])[N:7]([CH2:12][C:13]([NH:24][CH2:25][CH2:26][C:27]2[CH:32]=[CH:31][N:30]=[CH:29][CH:28]=2)=[O:15])[C:8]([CH3:11])=[CH:9][N:10]=1. Given the reactants [F:1][C:2]([F:23])([C:17]1[CH:22]=[CH:21][CH:20]=[CH:19][N:18]=1)[CH2:3][NH:4][C:5]1[C:6](=[O:16])[N:7]([CH2:12][C:13]([OH:15])=O)[C:8]([CH3:11])=[CH:9][N:10]=1.[NH2:24][CH2:25][CH2:26][C:27]1[CH:32]=[CH:31][N:30]=[CH:29][CH:28]=1, predict the reaction product. (6) The product is: [OH:34][CH2:33][CH2:32][O:31][C:30]1[CH:35]=[C:36]([NH:38][CH:39]([C:40]2[CH:41]=[N:42][C:43]([O:46][CH3:47])=[CH:44][CH:45]=2)[C:8]([C:10]2[C:18]3[C:13](=[CH:14][CH:15]=[CH:16][CH:17]=3)[NH:12][CH:11]=2)=[O:9])[CH:37]=[C:28]([O:27][CH3:26])[CH:29]=1. Given the reactants C(N(CC)CC)C.[CH:8]([C:10]1[C:18]2[C:13](=[CH:14][CH:15]=[CH:16][CH:17]=2)[N:12](C(OC(C)(C)C)=O)[CH:11]=1)=[O:9].[CH3:26][O:27][C:28]1[CH:29]=[C:30]([CH:35]=[C:36]([N:38]=[CH:39][C:40]2[CH:41]=[N:42][C:43]([O:46][CH3:47])=[CH:44][CH:45]=2)[CH:37]=1)[O:31][CH2:32][CH2:33][OH:34], predict the reaction product. (7) Given the reactants O[CH:2]1[C:6]2([CH2:11][CH2:10][N:9]([C:12]([O:14][C:15]([CH3:18])([CH3:17])[CH3:16])=[O:13])[CH2:8][CH2:7]2)[C:5](=[O:19])[N:4]([C:20]2[CH2:21][O:22][C:23](=[O:26])[C:24]=2[CH3:25])[CH2:3]1.F.F.F.C(N(CC)CC)C.C(N(CC)CC)C.[B-](F)(F)(F)[F:45].CCN([S+](F)F)CC, predict the reaction product. The product is: [F:45][CH:2]1[C:6]2([CH2:11][CH2:10][N:9]([C:12]([O:14][C:15]([CH3:18])([CH3:17])[CH3:16])=[O:13])[CH2:8][CH2:7]2)[C:5](=[O:19])[N:4]([C:20]2[CH2:21][O:22][C:23](=[O:26])[C:24]=2[CH3:25])[CH2:3]1.